Predict the reactants needed to synthesize the given product. From a dataset of Full USPTO retrosynthesis dataset with 1.9M reactions from patents (1976-2016). (1) The reactants are: [CH3:1][O:2][C:3]1[CH:8]=[CH:7][CH:6]=[C:5]([O:9][CH3:10])[C:4]=1[CH:11]1[N:15]([CH2:16][C:17]2[CH:22]=[CH:21][C:20]([O:23][C:24]([F:27])([F:26])[F:25])=[CH:19][CH:18]=2)[C:14](=[O:28])[CH:13]([OH:29])[CH2:12]1.[N+:30]([C:33]1[CH:41]=[CH:40][C:36]([C:37](O)=[O:38])=[CH:35][CH:34]=1)([O-:32])=[O:31].C1C=CC(P(C2C=CC=CC=2)C2C=CC=CC=2)=CC=1.CCOC(/N=N/C(OCC)=O)=O. Given the product [N+:30]([C:33]1[CH:34]=[CH:35][C:36]([C:37]([O:29][CH:13]2[CH2:12][CH:11]([C:4]3[C:5]([O:9][CH3:10])=[CH:6][CH:7]=[CH:8][C:3]=3[O:2][CH3:1])[N:15]([CH2:16][C:17]3[CH:22]=[CH:21][C:20]([O:23][C:24]([F:25])([F:26])[F:27])=[CH:19][CH:18]=3)[C:14]2=[O:28])=[O:38])=[CH:40][CH:41]=1)([O-:32])=[O:31], predict the reactants needed to synthesize it. (2) Given the product [Cl:1][C:2]1[CH:3]=[CH:4][C:5]([N+:18]([O-:20])=[O:19])=[C:6]([C:8]2[C:13]([O:14][CH3:15])=[CH:12][NH:11][C:10](=[O:16])[CH:9]=2)[CH:7]=1, predict the reactants needed to synthesize it. The reactants are: [Cl:1][C:2]1[CH:3]=[CH:4][C:5]([N+:18]([O-:20])=[O:19])=[C:6]([C:8]2[C:13]([O:14][CH3:15])=[CH:12][N:11]=[C:10]([O:16]C)[CH:9]=2)[CH:7]=1.Cl.[NH+]1C=CC=CC=1. (3) The reactants are: [Cl:1][C:2]1[CH:17]=[C:16]([N+:18]([O-:20])=[O:19])[CH:15]=[CH:14][C:3]=1[O:4][C:5]1[CH:13]=[CH:12][CH:11]=[C:10]2[C:6]=1[CH:7]=[CH:8][NH:9]2.C([BH3-])#N.[Na+].[C:25]([OH:28])(=[O:27])C. Given the product [Cl:1][C:2]1[CH:17]=[C:16]([N+:18]([O-:20])=[O:19])[CH:15]=[CH:14][C:3]=1[O:4][C:5]1[CH:13]=[CH:12][CH:11]=[C:10]2[C:6]=1[CH2:7][CH2:8][N:9]2[C:25]([O:28][C:6]([CH3:10])([CH3:7])[CH3:5])=[O:27], predict the reactants needed to synthesize it. (4) The reactants are: [CH2:1]([S:4][C:5]1[N:13]=[C:12]2[C:8]([N:9]=[CH:10][N:11]2[C@@H:14]2[O:26][C@H:25]([CH2:27][O:28]C(=O)C)[C@@H:20]([O:21]C(=O)C)[C@H:15]2[O:16]C(=O)C)=[C:7](Cl)[N:6]=1)[CH2:2][CH3:3].[C:33]1([CH2:39][CH2:40][NH2:41])[CH:38]=[CH:37][CH:36]=[CH:35][CH:34]=1. Given the product [CH2:1]([S:4][C:5]1[N:13]=[C:12]2[C:8]([N:9]=[CH:10][N:11]2[C@@H:14]2[O:26][C@H:25]([CH2:27][OH:28])[C@@H:20]([OH:21])[C@H:15]2[OH:16])=[C:7]([NH:41][CH2:40][CH2:39][C:33]2[CH:38]=[CH:37][CH:36]=[CH:35][CH:34]=2)[N:6]=1)[CH2:2][CH3:3], predict the reactants needed to synthesize it. (5) The reactants are: Cl.[NH2:2][C@@H:3]1[CH2:8][CH2:7][C@H:6]([NH:9][C:10]([C:12]2[C:16]3[N:17]=[CH:18][N:19]=[C:20]([C:21]4[CH:26]=[C:25]([O:27][CH3:28])[CH:24]=[CH:23][C:22]=4[O:29][CH2:30][CH:31]4[CH2:33][CH2:32]4)[C:15]=3[NH:14][C:13]=2[CH3:34])=[O:11])[CH2:5][CH2:4]1.C([O:38][CH2:39][C:40](Cl)=[O:41])(=O)C. Given the product [CH:31]1([CH2:30][O:29][C:22]2[CH:23]=[CH:24][C:25]([O:27][CH3:28])=[CH:26][C:21]=2[C:20]2[C:15]3[NH:14][C:13]([CH3:34])=[C:12]([C:10]([NH:9][C@H:6]4[CH2:7][CH2:8][C@@H:3]([NH:2][C:39](=[O:38])[CH2:40][OH:41])[CH2:4][CH2:5]4)=[O:11])[C:16]=3[N:17]=[CH:18][N:19]=2)[CH2:32][CH2:33]1, predict the reactants needed to synthesize it. (6) The reactants are: Br[C:2]1[CH:15]=[CH:14][C:13]2[O:12][C:11]3[C:6](=[CH:7][C:8]([O:16][CH2:17][C:18]([CH3:21])([CH3:20])[CH3:19])=[CH:9][CH:10]=3)[C@:5]3([CH2:25][O:24][C:23]([NH2:26])=[N:22]3)[C:4]=2[CH:3]=1.C1(P(C2CCCCC2)C2C=CC=CC=2C2[C:41]([N:46]([CH3:48])C)=[CH:42][CH:43]=CC=2)CCCCC1.[Li+].C[Si]([N-][Si](C)(C)C)(C)C.N1CCCC1. Given the product [CH2:17]([O:16][C:8]1[CH:9]=[CH:10][C:11]2[O:12][C:13]3[C:4](=[CH:3][C:2]([N:46]4[CH2:41][CH2:42][CH2:43][CH2:48]4)=[CH:15][CH:14]=3)[C@@:5]3([CH2:25][O:24][C:23]([NH2:26])=[N:22]3)[C:6]=2[CH:7]=1)[C:18]([CH3:21])([CH3:20])[CH3:19], predict the reactants needed to synthesize it. (7) Given the product [CH2:14]([N:18]1[CH2:26][C:25]2[C:20](=[CH:21][CH:22]=[C:23]([C:2]3[CH:3]=[N:4][CH:5]=[C:6]([C:8]4[CH:13]=[CH:12][CH:11]=[CH:10][CH:9]=4)[CH:7]=3)[CH:24]=2)[C:19]1=[O:30])[CH2:15][CH2:16][CH3:17], predict the reactants needed to synthesize it. The reactants are: Br[C:2]1[CH:3]=[N:4][CH:5]=[C:6]([C:8]2[CH:13]=[CH:12][CH:11]=[CH:10][CH:9]=2)[CH:7]=1.[CH2:14]([N:18]1[CH2:26][C:25]2[C:20](=[CH:21][CH:22]=[C:23](B(O)O)[CH:24]=2)[C:19]1=[O:30])[CH2:15][CH2:16][CH3:17]. (8) The reactants are: [CH:1]1([CH2:5][C:6]2[N:7]=[C:8]([C:11]3[N:16]=[CH:15][N:14]=[C:13]([CH2:17][C:18]([CH3:25])([CH3:24])[C:19]([O:21]CC)=[O:20])[CH:12]=3)[S:9][CH:10]=2)[CH2:4][CH2:3][CH2:2]1.Br[C:27]1[CH:32]=[CH:31][C:30]([S:33]([NH:36][C@@H:37]([CH3:42])[C:38]([F:41])([F:40])[F:39])(=[O:35])=[O:34])=[C:29]([Cl:43])[C:28]=1[Cl:44]. Given the product [CH:1]1([CH2:5][C:6]2[N:7]=[C:8]([C:11]3[N:16]=[CH:15][N:14]=[C:13]([CH2:17][C:18]([CH3:24])([CH3:25])[C:19]([OH:21])=[O:20])[CH:12]=3)[S:9][C:10]=2[C:27]2[CH:32]=[CH:31][C:30]([S:33](=[O:34])(=[O:35])[NH:36][C@@H:37]([CH3:42])[C:38]([F:40])([F:41])[F:39])=[C:29]([Cl:43])[C:28]=2[Cl:44])[CH2:4][CH2:3][CH2:2]1, predict the reactants needed to synthesize it. (9) Given the product [OH:1][C:2]1[C:10]([CH2:11]/[CH:12]=[C:13](\[CH3:45])/[CH2:14][CH2:15][C:16]([NH:18][CH2:19][CH2:20][NH:21][C:22](=[O:44])[CH2:23][CH2:24][CH2:25]/[CH:26]=[CH:27]\[CH2:28]/[CH:29]=[CH:30]\[CH2:31]/[CH:32]=[CH:33]\[CH2:34]/[CH:35]=[CH:36]\[CH2:37]/[CH:38]=[CH:39]\[CH2:40][CH3:41])=[O:17])=[C:9]([O:46][CH3:47])[C:8]([CH3:48])=[C:7]2[C:3]=1[C:4](=[O:49])[O:5][CH2:6]2, predict the reactants needed to synthesize it. The reactants are: [OH:1][C:2]1[C:10]([CH2:11]/[CH:12]=[C:13](\[CH3:45])/[CH2:14][CH2:15][C:16]([NH:18][CH2:19][CH2:20][NH:21][C:22](=[O:44])[CH2:23][CH2:24]/[CH:25]=[CH:26]\[CH2:27]/[CH:28]=[CH:29]\[CH2:30]/[CH:31]=[CH:32]\[CH2:33]/[CH:34]=[CH:35]\[CH2:36]/[CH:37]=[CH:38]\[CH2:39]/[CH:40]=[CH:41]\CC)=[O:17])=[C:9]([O:46][CH3:47])[C:8]([CH3:48])=[C:7]2[C:3]=1[C:4](=[O:49])[O:5][CH2:6]2.C(O)(=O)CCC/C=C\C/C=C\C/C=C\C/C=C\C/C=C\CC. (10) Given the product [N+:1]([C:4]1[S:8][C:7]([C:9]([OH:13])=[O:10])=[CH:6][CH:5]=1)([O-:3])=[O:2], predict the reactants needed to synthesize it. The reactants are: [N+:1]([C:4]1[S:8][C:7]([CH:9]=[O:10])=[CH:6][CH:5]=1)([O-:3])=[O:2].S(=O)(=O)([OH:13])N.Cl([O-])=O.[Na+].C(OCC)(=O)C.